Task: Predict the reaction yield, written as a fraction of the theoretical maximum amount of product (1.0 means a 100% yield; for example, 0.34 means a 34% yield).. Dataset: Reaction yield outcomes from USPTO patents with 853,638 reactions (1) The product is [Cl:15][C:16]1[C:17]([CH3:39])=[C:18]([C:28]2[CH:29]=[CH:30][C:31]([C:34]([N:36]([CH3:38])[CH3:37])=[O:35])=[N:32][CH:33]=2)[C:19]([O:25][CH2:26][CH3:27])=[C:20]([CH:22]([Cl:3])[CH3:23])[CH:21]=1. The yield is 0.900. The reactants are N1C(Cl)=NC(Cl)=NC=1[Cl:3].CN(C)C=O.[Cl:15][C:16]1[C:17]([CH3:39])=[C:18]([C:28]2[CH:29]=[CH:30][C:31]([C:34]([N:36]([CH3:38])[CH3:37])=[O:35])=[N:32][CH:33]=2)[C:19]([O:25][CH2:26][CH3:27])=[C:20]([CH:22](O)[CH3:23])[CH:21]=1. The catalyst is ClCCl. (2) The reactants are [Cl-].O[NH3+:3].[C:4](=[O:7])([O-])[OH:5].[Na+].CS(C)=O.[CH2:13]([C:17]1[N:18]=[C:19]([CH3:50])[N:20]([CH2:39][C:40]2[C:44]3[CH:45]=[C:46]([Cl:49])[CH:47]=[CH:48][C:43]=3[S:42][CH:41]=2)[C:21](=[O:38])[C:22]=1[CH2:23][C:24]1[CH:29]=[CH:28][C:27]([C:30]2[C:31]([C:36]#[N:37])=[CH:32][CH:33]=[CH:34][CH:35]=2)=[CH:26][CH:25]=1)[CH2:14][CH2:15][CH3:16]. The catalyst is C(OCC)(=O)C. The product is [CH2:13]([C:17]1[N:18]=[C:19]([CH3:50])[N:20]([CH2:39][C:40]2[C:44]3[CH:45]=[C:46]([Cl:49])[CH:47]=[CH:48][C:43]=3[S:42][CH:41]=2)[C:21](=[O:38])[C:22]=1[CH2:23][C:24]1[CH:25]=[CH:26][C:27]([C:30]2[CH:35]=[CH:34][CH:33]=[CH:32][C:31]=2[C:36]2[NH:3][C:4](=[O:7])[O:5][N:37]=2)=[CH:28][CH:29]=1)[CH2:14][CH2:15][CH3:16]. The yield is 0.620. (3) The reactants are [CH3:1][O:2][C:3]([C:5]1[S:6][C:7]([CH:29]2[CH2:34][CH2:33][C:32]([CH3:36])([CH3:35])[CH2:31][CH2:30]2)=[CH:8][C:9]=1[N:10]([C@H:20]1[CH2:25][CH2:24][C@H:23]([N:26]=[N+:27]=[N-:28])[CH2:22][CH2:21]1)[C:11]([C@H:13]1[CH2:18][CH2:17][C@H:16]([CH3:19])[CH2:15][CH2:14]1)=[O:12])=[O:4].[CH3:37][Si:38]([C:41]#[CH:42])([CH3:40])[CH3:39]. No catalyst specified. The product is [CH3:1][O:2][C:3]([C:5]1[S:6][C:7]([CH:29]2[CH2:30][CH2:31][C:32]([CH3:35])([CH3:36])[CH2:33][CH2:34]2)=[CH:8][C:9]=1[N:10]([C:11]([C@H:13]1[CH2:14][CH2:15][C@H:16]([CH3:19])[CH2:17][CH2:18]1)=[O:12])[C@H:20]1[CH2:25][CH2:24][C@H:23]([N:26]2[CH:42]=[C:41]([Si:38]([CH3:40])([CH3:39])[CH3:37])[N:28]=[N:27]2)[CH2:22][CH2:21]1)=[O:4]. The yield is 0.580.